From a dataset of Full USPTO retrosynthesis dataset with 1.9M reactions from patents (1976-2016). Predict the reactants needed to synthesize the given product. Given the product [CH:7]([C@@H:4]1[NH:3][C:12](=[O:13])[CH2:11][O:6][CH2:5]1)([CH3:9])[CH3:8], predict the reactants needed to synthesize it. The reactants are: [H-].[Na+].[NH2:3][C@@H:4]([CH:7]([CH3:9])[CH3:8])[CH2:5][OH:6].Cl[CH2:11][C:12](OCC)=[O:13].